Dataset: Full USPTO retrosynthesis dataset with 1.9M reactions from patents (1976-2016). Task: Predict the reactants needed to synthesize the given product. (1) Given the product [N:2]1[NH:14][N:15]=[N:16][C:1]=1[CH2:3][S:4][C:5]1[CH:13]=[CH:12][C:8]([C:9]([OH:11])=[O:10])=[CH:7][CH:6]=1, predict the reactants needed to synthesize it. The reactants are: [C:1]([CH2:3][S:4][C:5]1[CH:13]=[CH:12][C:8]([C:9]([OH:11])=[O:10])=[CH:7][CH:6]=1)#[N:2].[N-:14]=[N+:15]=[N-:16].[Na+].[Cl-].[NH4+]. (2) Given the product [F:25][C:17]1[C:18]([N:20]2[CH2:24][CH2:23][CH2:22][CH2:21]2)=[N:19][C:12]2[N:11]([C:26]3[CH:31]=[CH:30][CH:29]=[C:28]([C:32]([F:33])([F:34])[F:35])[CH:27]=3)[C:10](=[O:36])[N:9]([OH:8])[C:14](=[O:15])[C:13]=2[CH:16]=1, predict the reactants needed to synthesize it. The reactants are: C([O:8][N:9]1[C:14](=[O:15])[C:13]2[CH:16]=[C:17]([F:25])[C:18]([N:20]3[CH2:24][CH2:23][CH2:22][CH2:21]3)=[N:19][C:12]=2[N:11]([C:26]2[CH:31]=[CH:30][CH:29]=[C:28]([C:32]([F:35])([F:34])[F:33])[CH:27]=2)[C:10]1=[O:36])C1C=CC=CC=1. (3) Given the product [F:13][C:14]1[C:15]([OH:21])=[C:16]([C:17]([CH3:20])=[CH:18][CH:19]=1)[CH:1]=[O:2], predict the reactants needed to synthesize it. The reactants are: [CH2:1]=[O:2].[Cl-].[Mg+2].[Cl-].C(N(CC)CC)C.[F:13][C:14]1[CH:19]=[CH:18][C:17]([CH3:20])=[CH:16][C:15]=1[OH:21].Cl. (4) The reactants are: C(O)(C(F)(F)F)=O.[N:8]1([CH2:13][CH2:14][O:15][CH:16]2[CH2:33][CH2:32][C:19]3([CH2:24][CH2:23][N:22](C(OC(C)(C)C)=O)[CH2:21][CH2:20]3)[CH2:18][CH2:17]2)[CH:12]=[CH:11][N:10]=[CH:9]1. Given the product [N:8]1([CH2:13][CH2:14][O:15][CH:16]2[CH2:33][CH2:32][C:19]3([CH2:24][CH2:23][NH:22][CH2:21][CH2:20]3)[CH2:18][CH2:17]2)[CH:12]=[CH:11][N:10]=[CH:9]1, predict the reactants needed to synthesize it.